Regression. Given a peptide amino acid sequence and an MHC pseudo amino acid sequence, predict their binding affinity value. This is MHC class I binding data. From a dataset of Peptide-MHC class I binding affinity with 185,985 pairs from IEDB/IMGT. (1) The peptide sequence is FPVRPQVPLR. The MHC is HLA-A30:01 with pseudo-sequence HLA-A30:01. The binding affinity (normalized) is 0. (2) The peptide sequence is YLKDQQLL. The MHC is HLA-B57:01 with pseudo-sequence HLA-B57:01. The binding affinity (normalized) is 0. (3) The peptide sequence is QTSYQYLII. The MHC is HLA-A24:02 with pseudo-sequence HLA-A24:02. The binding affinity (normalized) is 0.265.